Dataset: Catalyst prediction with 721,799 reactions and 888 catalyst types from USPTO. Task: Predict which catalyst facilitates the given reaction. The catalyst class is: 6. Reactant: [OH:1][C:2]1[CH:7]=[CH:6][C:5]([S:8]([OH:11])(=[O:10])=[O:9])=[CH:4][CH:3]=1.C(=O)([O-])[O-].[Ag+2:16]. Product: [OH:1][C:2]1[CH:7]=[CH:6][C:5]([S:8]([O-:11])(=[O:9])=[O:10])=[CH:4][CH:3]=1.[Ag+:16].